From a dataset of Catalyst prediction with 721,799 reactions and 888 catalyst types from USPTO. Predict which catalyst facilitates the given reaction. (1) Reactant: [CH2:1]([NH:8][CH:9]([CH3:26])[CH2:10][CH:11]([C:19]1[CH:24]=[CH:23][C:22]([OH:25])=[CH:21][CH:20]=1)[C:12]1[CH:17]=[CH:16][C:15]([OH:18])=[CH:14][CH:13]=1)[C:2]1[CH:7]=[CH:6][CH:5]=[CH:4][CH:3]=1.[CH2:27]([CH:35]1[CH2:37][O:36]1)[CH2:28][C:29]1[CH:34]=[CH:33][CH:32]=[CH:31][CH:30]=1.FC(F)(F)S([O-])(=O)=O.[Yb+3].FC(F)(F)S([O-])(=O)=O.FC(F)(F)S([O-])(=O)=O.C(=O)(O)[O-].[Na+]. Product: [CH2:1]([N:8]([CH:9]([CH3:26])[CH2:10][CH:11]([C:12]1[CH:17]=[CH:16][C:15]([OH:18])=[CH:14][CH:13]=1)[C:19]1[CH:20]=[CH:21][C:22]([OH:25])=[CH:23][CH:24]=1)[CH2:37][CH:35]([OH:36])[CH2:27][CH2:28][C:29]1[CH:34]=[CH:33][CH:32]=[CH:31][CH:30]=1)[C:2]1[CH:3]=[CH:4][CH:5]=[CH:6][CH:7]=1. The catalyst class is: 362. (2) Reactant: [C:1]1(=[O:11])[NH:5][C:4](=O)[C:3]2=[CH:7][CH:8]=[CH:9][CH:10]=[C:2]12.C(N1C(=O)[C:23]([CH3:26])=[C:22]([CH3:27])[N:21]=[C:20]1[C@H:28]([N:32]([CH2:42][CH2:43][N:44]1C(=O)C2C(=CC=CC=2)C1=O)[C:33](=O)[C:34]1[CH:39]=[CH:38][C:37]([CH3:40])=[CH:36][CH:35]=1)[CH:29]([CH3:31])[CH3:30])C1C=CC=CC=1.O.NN. Product: [CH2:4]([N:5]1[C:1](=[O:11])[C:23]([CH3:26])=[C:22]([CH3:27])[N:21]=[C:20]1[C@H:28]([N:32]1[CH2:42][CH2:43][N:44]=[C:33]1[C:34]1[CH:35]=[CH:36][C:37]([CH3:40])=[CH:38][CH:39]=1)[CH:29]([CH3:31])[CH3:30])[C:3]1[CH:2]=[CH:10][CH:9]=[CH:8][CH:7]=1. The catalyst class is: 8. (3) Reactant: [F:1][C:2]1[CH:3]=[CH:4][C:5]([CH3:9])=[C:6]([CH:8]=1)[NH2:7].C(=O)([O-])[O-].[Ca+2].[C:15](Cl)(Cl)=[S:16].C(Cl)Cl.O. Product: [F:1][C:2]1[CH:3]=[CH:4][C:5]([CH3:9])=[C:6]([N:7]=[C:15]=[S:16])[CH:8]=1. The catalyst class is: 2. (4) Reactant: C([O:8][C:9]1[CH:18]=[CH:17][C:16]([C:19](=[O:25])[CH:20](OCC)O)=[CH:15][C:10]=1[C:11]([O:13]C)=O)C1C=CC=CC=1.[CH2:26]([C:28]1[N:32]([CH2:33][CH2:34][C:35]([NH2:38])([CH3:37])[CH3:36])[N:31]=[C:30]([C:39]2[CH:44]=[CH:43][C:42]([O:45][CH3:46])=[CH:41][CH:40]=2)[N:29]=1)[CH3:27]. Product: [CH2:26]([C:28]1[N:32]([CH2:33][CH2:34][C:35]([NH:38][CH2:20][CH:19]([C:16]2[CH:17]=[CH:18][C:9]([OH:8])=[C:10]([CH2:11][OH:13])[CH:15]=2)[OH:25])([CH3:37])[CH3:36])[N:31]=[C:30]([C:39]2[CH:44]=[CH:43][C:42]([O:45][CH3:46])=[CH:41][CH:40]=2)[N:29]=1)[CH3:27]. The catalyst class is: 470. (5) Reactant: [CH3:1][C@@:2]1([CH2:13][N:14]2[CH2:19][CH2:18][N:17]([CH:20]3[CH2:25][CH2:24][N:23]([C:26](OC(C)(C)C)=O)[CH2:22][CH2:21]3)[CH2:16][CH2:15]2)[O:6][C:5]2=[N:7][C:8]([N+:10]([O-:12])=[O:11])=[CH:9][N:4]2[CH2:3]1.FC(F)(F)C(O)=O.[F:40][C:41]([F:54])([F:53])[O:42][C:43]1[CH:48]=[CH:47][C:46]([CH:49]=[CH:50]C=O)=[CH:45][CH:44]=1.C(O[BH-](OC(=O)C)OC(=O)C)(=O)C.[Na+]. Product: [CH3:1][C@@:2]1([CH2:13][N:14]2[CH2:19][CH2:18][N:17]([CH:20]3[CH2:25][CH2:24][N:23]([CH2:26][CH:50]=[CH:49][C:46]4[CH:45]=[CH:44][C:43]([O:42][C:41]([F:40])([F:53])[F:54])=[CH:48][CH:47]=4)[CH2:22][CH2:21]3)[CH2:16][CH2:15]2)[O:6][C:5]2=[N:7][C:8]([N+:10]([O-:12])=[O:11])=[CH:9][N:4]2[CH2:3]1. The catalyst class is: 2. (6) Reactant: [ClH:1].[N:2]12[CH2:9][CH2:8][CH:5]([CH2:6][CH2:7]1)[C@H:4]([NH:10][C:11]([C:13]1[S:14][C:15]3[CH:21]=[CH:20][C:19]([N+:22]([O-])=O)=[CH:18][C:16]=3[CH:17]=1)=[O:12])[CH2:3]2.C(O)(=O)C. Product: [ClH:1].[ClH:1].[N:2]12[CH2:7][CH2:6][CH:5]([CH2:8][CH2:9]1)[C@H:4]([NH:10][C:11]([C:13]1[S:14][C:15]3[CH:21]=[CH:20][C:19]([NH2:22])=[CH:18][C:16]=3[CH:17]=1)=[O:12])[CH2:3]2. The catalyst class is: 739.